From a dataset of Full USPTO retrosynthesis dataset with 1.9M reactions from patents (1976-2016). Predict the reactants needed to synthesize the given product. Given the product [NH2:71][C:69]1[N:68]=[CH:67][N:66]=[C:65]2[N:64]([C@@H:72]3[CH2:76][CH2:75][N:74]([C:7](=[O:8])/[CH:6]=[CH:5]/[CH2:4][N:3]([CH3:10])[CH3:2])[CH2:73]3)[N:63]=[C:62]([C:46]3[CH:47]=[CH:48][C:49]([O:51][C:52]4[C:57]([F:58])=[C:56]([F:59])[CH:55]=[C:54]([F:60])[C:53]=4[F:61])=[CH:50][C:45]=3[F:44])[C:70]=12.[ClH:1], predict the reactants needed to synthesize it. The reactants are: [ClH:1].[CH3:2][N:3]([CH3:10])[CH2:4]/[CH:5]=[CH:6]/[C:7](O)=[O:8].CCN(C(C)C)C(C)C.CN(C(ON1N=NC2C=CC=NC1=2)=[N+](C)C)C.F[P-](F)(F)(F)(F)F.[F:44][C:45]1[CH:50]=[C:49]([O:51][C:52]2[C:57]([F:58])=[C:56]([F:59])[CH:55]=[C:54]([F:60])[C:53]=2[F:61])[CH:48]=[CH:47][C:46]=1[C:62]1[C:70]2[C:65](=[N:66][CH:67]=[N:68][C:69]=2[NH2:71])[N:64]([C@@H:72]2[CH2:76][CH2:75][NH:74][CH2:73]2)[N:63]=1.